This data is from Reaction yield outcomes from USPTO patents with 853,638 reactions. The task is: Predict the reaction yield, written as a fraction of the theoretical maximum amount of product (1.0 means a 100% yield; for example, 0.34 means a 34% yield). (1) The reactants are C(=O)([O-])[O-].[Cs+].[Cs+].C1C=CC(P(C2C=CC3C(=CC=CC=3)C=2C2C3C(=CC=CC=3)C=CC=2P(C2C=CC=CC=2)C2C=CC=CC=2)C2C=CC=CC=2)=CC=1.[Cl:53][C:54]1[CH:61]=[CH:60][C:57]([CH2:58][NH2:59])=[CH:56][CH:55]=1.[CH2:62]([C:69]1[C:73]2[C:74](Cl)=[N:75][CH:76]=[CH:77][C:72]=2[NH:71][C:70]=1[CH3:79])[C:63]1[CH:68]=[CH:67][CH:66]=[CH:65][CH:64]=1. The catalyst is C1(C)C=CC=CC=1.C1C=CC(/C=C/C(/C=C/C2C=CC=CC=2)=O)=CC=1.C1C=CC(/C=C/C(/C=C/C2C=CC=CC=2)=O)=CC=1.C1C=CC(/C=C/C(/C=C/C2C=CC=CC=2)=O)=CC=1.[Pd].[Pd]. The product is [ClH:53].[CH2:62]([C:69]1[C:73]2[C:74]([NH:59][CH2:58][C:57]3[CH:60]=[CH:61][C:54]([Cl:53])=[CH:55][CH:56]=3)=[N:75][CH:76]=[CH:77][C:72]=2[NH:71][C:70]=1[CH3:79])[C:63]1[CH:64]=[CH:65][CH:66]=[CH:67][CH:68]=1. The yield is 0.422. (2) The reactants are [CH3:1][C:2]1[S:6][C:5]2[CH:7]=[C:8]([O:11][C:12]3[CH:17]=[CH:16][N:15]=[C:14]4[CH:18]=[C:19]([C:21]5[N:22]([CH3:26])[CH:23]=[CH:24][N:25]=5)[S:20][C:13]=34)[CH:9]=[CH:10][C:4]=2[C:3]=1[C:27](O)=[O:28].[NH2:30][CH2:31][CH:32]1[CH2:34][CH2:33]1.C(N(C(C)C)CC)(C)C.CN(C(ON1N=NC2C=CC=CC1=2)=[N+](C)C)C.F[P-](F)(F)(F)(F)F. No catalyst specified. The product is [CH:32]1([CH2:31][NH:30][C:27]([C:3]2[C:4]3[CH:10]=[CH:9][C:8]([O:11][C:12]4[CH:17]=[CH:16][N:15]=[C:14]5[CH:18]=[C:19]([C:21]6[N:22]([CH3:26])[CH:23]=[CH:24][N:25]=6)[S:20][C:13]=45)=[CH:7][C:5]=3[S:6][C:2]=2[CH3:1])=[O:28])[CH2:34][CH2:33]1. The yield is 0.530.